Task: Predict which catalyst facilitates the given reaction.. Dataset: Catalyst prediction with 721,799 reactions and 888 catalyst types from USPTO (1) Reactant: [CH3:1][S:2][C:3]1[N:8]=[C:7]([NH2:9])[CH:6]=[C:5]([CH2:10][N:11]2[CH2:16][CH2:15][O:14][CH2:13][CH2:12]2)[N:4]=1.C[Si](C)(C)[N-][Si](C)(C)C.[Li+].Cl[C:28]1[S:29][C:30]2[CH:36]=[C:35]([N+:37]([O-:39])=[O:38])[CH:34]=[CH:33][C:31]=2[N:32]=1. Product: [CH3:1][S:2][C:3]1[N:8]=[C:7]([NH:9][C:28]2[S:29][C:30]3[CH:36]=[C:35]([N+:37]([O-:39])=[O:38])[CH:34]=[CH:33][C:31]=3[N:32]=2)[CH:6]=[C:5]([CH2:10][N:11]2[CH2:12][CH2:13][O:14][CH2:15][CH2:16]2)[N:4]=1. The catalyst class is: 7. (2) Reactant: [Cl:1][C:2]1[CH:3]=[C:4]2[C:9](=[CH:10][C:11]=1[O:12][CH3:13])[N:8]=[C:7]([CH3:14])[C:6](I)=[C:5]2[O:16][CH2:17][CH3:18].[F:19][C:20]([F:39])([F:38])[O:21][C:22]1[CH:37]=[CH:36][C:25]([O:26][C:27]2[CH:32]=[CH:31][C:30](B(O)O)=[CH:29][CH:28]=2)=[CH:24][CH:23]=1.C(=O)([O-])[O-].[K+].[K+]. Product: [Cl:1][C:2]1[CH:3]=[C:4]2[C:9](=[CH:10][C:11]=1[O:12][CH3:13])[N:8]=[C:7]([CH3:14])[C:6]([C:30]1[CH:29]=[CH:28][C:27]([O:26][C:25]3[CH:36]=[CH:37][C:22]([O:21][C:20]([F:19])([F:38])[F:39])=[CH:23][CH:24]=3)=[CH:32][CH:31]=1)=[C:5]2[O:16][CH2:17][CH3:18]. The catalyst class is: 9. (3) Reactant: [K][N:2]1[C:10](=[O:11])[C:9]2[C:4](=[CH:5][CH:6]=[CH:7][CH:8]=2)[C:3]1=[O:12].[Cl:13][C:14]1[N:19]=[C:18]([Cl:20])[CH:17]=[C:16]([CH2:21]Cl)[N:15]=1.CN(C)C=O. Product: [Cl:13][C:14]1[N:15]=[C:16]([CH2:21][N:2]2[C:10](=[O:11])[C:9]3[C:4](=[CH:5][CH:6]=[CH:7][CH:8]=3)[C:3]2=[O:12])[CH:17]=[C:18]([Cl:20])[N:19]=1. The catalyst class is: 6. (4) Reactant: [CH2:1]([O:3][C:4](=[O:20])[C:5]1[CH:10]=[C:9]([O:11][C:12]([F:15])([F:14])[F:13])[C:8]([CH:16]=O)=[C:7]([Br:18])[C:6]=1[NH2:19])[CH3:2].[C:21]([O:25][C:26](=[O:33])[NH:27][C@@H:28]1[CH2:32][CH2:31][NH:30][CH2:29]1)([CH3:24])([CH3:23])[CH3:22]. Product: [CH2:1]([O:3][C:4](=[O:20])[C:5]1[CH:10]=[C:9]([O:11][C:12]([F:15])([F:14])[F:13])[C:8]([CH2:16][N:30]2[CH2:31][CH2:32][C@@H:28]([NH:27][C:26]([O:25][C:21]([CH3:24])([CH3:23])[CH3:22])=[O:33])[CH2:29]2)=[C:7]([Br:18])[C:6]=1[NH2:19])[CH3:2]. The catalyst class is: 2.